This data is from Reaction yield outcomes from USPTO patents with 853,638 reactions. The task is: Predict the reaction yield, written as a fraction of the theoretical maximum amount of product (1.0 means a 100% yield; for example, 0.34 means a 34% yield). The reactants are C([O:8][CH2:9][C:10]1[N:15]=[C:14]([NH2:16])[N:13]=[C:12]([NH2:17])[C:11]=1[C:18]1[CH:23]=[CH:22][C:21]([N+:24]([O-])=O)=[CH:20][CH:19]=1)C1C=CC=CC=1.Cl. The catalyst is CO.[OH-].[OH-].[Pd+2]. The product is [NH2:16][C:14]1[N:15]=[C:10]([CH2:9][OH:8])[C:11]([C:18]2[CH:19]=[CH:20][C:21]([NH2:24])=[CH:22][CH:23]=2)=[C:12]([NH2:17])[N:13]=1. The yield is 0.990.